From a dataset of Reaction yield outcomes from USPTO patents with 853,638 reactions. Predict the reaction yield, written as a fraction of the theoretical maximum amount of product (1.0 means a 100% yield; for example, 0.34 means a 34% yield). (1) The reactants are [C:1]([O:5][C:6]([N:8]1[CH2:13][CH2:12][CH:11]([C:14]2[S:15][CH2:16][CH:17]([C:19]([O:21][CH2:22][CH3:23])=[O:20])[N:18]=2)[CH2:10][CH2:9]1)=[O:7])([CH3:4])([CH3:3])[CH3:2]. The catalyst is C1(C)C=CC=CC=1.O=[Mn]=O. The product is [C:1]([O:5][C:6]([N:8]1[CH2:9][CH2:10][CH:11]([C:14]2[S:15][CH:16]=[C:17]([C:19]([O:21][CH2:22][CH3:23])=[O:20])[N:18]=2)[CH2:12][CH2:13]1)=[O:7])([CH3:4])([CH3:3])[CH3:2]. The yield is 0.300. (2) The catalyst is O.O1CCCC1. The reactants are O.[OH-].[Li+].C([O:6][C:7](=[O:33])[CH:8]([O:30][CH2:31][CH3:32])[CH2:9][C:10]1[CH:15]=[CH:14][CH:13]=[C:12]([O:16][CH2:17][CH2:18][C:19]2[CH:24]=[CH:23][C:22]([O:25][S:26]([CH3:29])(=[O:28])=[O:27])=[CH:21][CH:20]=2)[CH:11]=1)C. The yield is 0.965. The product is [CH2:31]([O:30][CH:8]([CH2:9][C:10]1[CH:15]=[CH:14][CH:13]=[C:12]([O:16][CH2:17][CH2:18][C:19]2[CH:24]=[CH:23][C:22]([O:25][S:26]([CH3:29])(=[O:27])=[O:28])=[CH:21][CH:20]=2)[CH:11]=1)[C:7]([OH:33])=[O:6])[CH3:32]. (3) The reactants are [Br:1][C:2]1[CH:3]=[N:4][C:5]([CH2:8][C:9]#[N:10])=[N:6][CH:7]=1.[Cl:11][C:12]1[C:13]([F:20])=[C:14]([CH:17]=[CH:18][CH:19]=1)[CH:15]=O.C[O-].[Na+]. The catalyst is CO. The product is [Br:1][C:2]1[CH:3]=[N:4][C:5](/[C:8](=[CH:15]\[C:14]2[CH:17]=[CH:18][CH:19]=[C:12]([Cl:11])[C:13]=2[F:20])/[C:9]#[N:10])=[N:6][CH:7]=1. The yield is 0.660.